This data is from Reaction yield outcomes from USPTO patents with 853,638 reactions. The task is: Predict the reaction yield, written as a fraction of the theoretical maximum amount of product (1.0 means a 100% yield; for example, 0.34 means a 34% yield). (1) The reactants are [N:1]#[C:2][NH2:3].[C:4]([O:8][C:9](=[O:26])[N:10]([CH2:24][CH3:25])[CH2:11][CH2:12][CH2:13][O:14][C:15]1[CH:20]=[CH:19][C:18]([N:21]=[C:22]=[S:23])=[CH:17][CH:16]=1)([CH3:7])([CH3:6])[CH3:5].CC(C)([O-])C.[K+].Br[CH2:34][C:35]([C:37]1[CH:42]=[CH:41][C:40]([O:43][CH3:44])=[C:39]([F:45])[CH:38]=1)=[O:36]. The catalyst is C(#N)C.C(O)(C)(C)C.O. The product is [C:4]([O:8][C:9](=[O:26])[N:10]([CH2:11][CH2:12][CH2:13][O:14][C:15]1[CH:16]=[CH:17][C:18]([NH:21][C:22]2[S:23][C:34]([C:35](=[O:36])[C:37]3[CH:42]=[CH:41][C:40]([O:43][CH3:44])=[C:39]([F:45])[CH:38]=3)=[C:2]([NH2:3])[N:1]=2)=[CH:19][CH:20]=1)[CH2:24][CH3:25])([CH3:6])([CH3:7])[CH3:5]. The yield is 0.990. (2) The reactants are [Cl:1][C:2]1[C:3]2[C:10](=[CH:11][C:12]3[NH:13][C:14]([CH3:27])=[C:15]([CH2:18][CH2:19][CH2:20][N:21]4[CH2:26][CH2:25][O:24][CH2:23][CH2:22]4)[C:16]=3[CH3:17])[C:9](=[O:28])[NH:8][C:4]=2[N:5]=[CH:6][N:7]=1.[Cl:29][C:30]1[CH:31]=[C:32]([NH2:37])[CH:33]=[CH:34][C:35]=1[F:36]. No catalyst specified. The product is [ClH:1].[Cl:29][C:30]1[CH:31]=[C:32]([NH:37][C:2]2[C:3]3[C:10](=[CH:11][C:12]4[NH:13][C:14]([CH3:27])=[C:15]([CH2:18][CH2:19][CH2:20][N:21]5[CH2:26][CH2:25][O:24][CH2:23][CH2:22]5)[C:16]=4[CH3:17])[C:9](=[O:28])[NH:8][C:4]=3[N:5]=[CH:6][N:7]=2)[CH:33]=[CH:34][C:35]=1[F:36]. The yield is 0.100. (3) The reactants are [CH3:1][N:2]([CH3:17])[CH2:3][CH2:4][C:5]([NH:7][C:8]1[CH:13]=[CH:12][C:11]([N+:14]([O-])=O)=[CH:10][CH:9]=1)=[O:6].[H][H]. The catalyst is CO.[Pd]. The product is [NH2:14][C:11]1[CH:12]=[CH:13][C:8]([NH:7][C:5](=[O:6])[CH2:4][CH2:3][N:2]([CH3:17])[CH3:1])=[CH:9][CH:10]=1. The yield is 0.990. (4) The reactants are C([O:8][C:9]1[CH:14]=[CH:13][C:12]2[C:15]3([CH2:30][O:31][C:11]=2[CH:10]=1)[C:23]1[C:18](=[CH:19][CH:20]=[CH:21][CH:22]=1)[N:17]([CH2:24][CH2:25][CH:26]([CH3:28])[CH3:27])[C:16]3=[O:29])C1C=CC=CC=1. The catalyst is [Pd].CO. The product is [OH:8][C:9]1[CH:14]=[CH:13][C:12]2[C:15]3([CH2:30][O:31][C:11]=2[CH:10]=1)[C:23]1[C:18](=[CH:19][CH:20]=[CH:21][CH:22]=1)[N:17]([CH2:24][CH2:25][CH:26]([CH3:28])[CH3:27])[C:16]3=[O:29]. The yield is 0.850. (5) The reactants are Br[C:2]1[C:6]2=[N:7][C:8]([C:11]3[O:12][C:13]([CH3:16])=[N:14][N:15]=3)=[CH:9][CH:10]=[C:5]2[O:4][CH:3]=1.[CH2:17]([N:24]1[CH:28]=[C:27](B2OC(C)(C)C(C)(C)O2)[CH:26]=[N:25]1)[C:18]1[CH:23]=[CH:22][CH:21]=[CH:20][CH:19]=1. No catalyst specified. The product is [CH2:17]([N:24]1[CH:28]=[C:27]([C:2]2[C:6]3=[N:7][C:8]([C:11]4[O:12][C:13]([CH3:16])=[N:14][N:15]=4)=[CH:9][CH:10]=[C:5]3[O:4][CH:3]=2)[CH:26]=[N:25]1)[C:18]1[CH:23]=[CH:22][CH:21]=[CH:20][CH:19]=1. The yield is 0.680. (6) The catalyst is CCCCCC.C(OCC)(=O)C. The reactants are Br[C:2]1[S:3][C:4]([C:7]2[CH:12]=[CH:11][C:10]([O:13][CH3:14])=[CH:9][CH:8]=2)=[CH:5][CH:6]=1.[CH3:15][O:16][C:17]1[CH:18]=[C:19](B(O)O)[CH:20]=[CH:21][CH:22]=1. The product is [CH3:15][O:16][C:17]1[CH:22]=[C:21]([C:2]2[S:3][C:4]([C:7]3[CH:12]=[CH:11][C:10]([O:13][CH3:14])=[CH:9][CH:8]=3)=[CH:5][CH:6]=2)[CH:20]=[CH:19][CH:18]=1. The yield is 0.750. (7) The reactants are Br[C:2]1[CH:3]=[C:4]2[C:8](=[CH:9][C:10]=1[Cl:11])[NH:7][N:6]=[C:5]2[C:12]([OH:14])=[O:13].[CH3:15][O:16][CH:17]([C:19]1[CH:24]=[CH:23][C:22](B(O)O)=[CH:21][CH:20]=1)[CH3:18].C(=O)([O-])[O-].[K+].[K+]. The catalyst is C1(C)C=CC=CC=1.CCO. The product is [Cl:11][C:10]1[CH:9]=[C:8]2[C:4]([C:5]([C:12]([OH:14])=[O:13])=[N:6][NH:7]2)=[CH:3][C:2]=1[C:22]1[CH:23]=[CH:24][C:19]([CH:17]([O:16][CH3:15])[CH3:18])=[CH:20][CH:21]=1. The yield is 0.110.